Dataset: Choline transporter screen with 302,306 compounds. Task: Binary Classification. Given a drug SMILES string, predict its activity (active/inactive) in a high-throughput screening assay against a specified biological target. (1) The molecule is O1C2(CCN(CC2)C(=O)COc2cc(OC)ccc2)CC(=O)c2c1cccc2. The result is 0 (inactive). (2) The molecule is O=C1N(C(=O)N(C(=O)/C1=C\NCCCCCC)C)C. The result is 0 (inactive).